Dataset: Full USPTO retrosynthesis dataset with 1.9M reactions from patents (1976-2016). Task: Predict the reactants needed to synthesize the given product. (1) The reactants are: [C:1]([C:5]1[CH:10]=[C:9]([SH:11])[CH:8]=[C:7]([C:12]([CH3:15])([CH3:14])[CH3:13])[C:6]=1[OH:16])([CH3:4])([CH3:3])[CH3:2].Br[CH2:18][C:19]1[CH:24]=[CH:23][C:22]([C:25]([CH3:28])([CH3:27])[CH3:26])=[CH:21][CH:20]=1.ClC1C=C(C=CC=1)C(OO)=[O:34]. Given the product [C:12]([C:7]1[CH:8]=[C:9]([S:11]([CH2:18][C:19]2[CH:24]=[CH:23][C:22]([C:25]([CH3:28])([CH3:27])[CH3:26])=[CH:21][CH:20]=2)=[O:34])[CH:10]=[C:5]([C:1]([CH3:4])([CH3:3])[CH3:2])[C:6]=1[OH:16])([CH3:15])([CH3:14])[CH3:13], predict the reactants needed to synthesize it. (2) Given the product [F:28][C:25]1([F:27])[CH2:26][CH:24]1[C:22]([NH:21][NH:20][C:18]([C@@H:13]1[CH2:12][CH2:11][C@@H:10]2[CH2:17][N:14]1[C:15](=[O:16])[N:9]2[OH:8])=[O:19])=[O:23], predict the reactants needed to synthesize it. The reactants are: C([O:8][N:9]1[C:15](=[O:16])[N:14]2[CH2:17][C@H:10]1[CH2:11][CH2:12][C@H:13]2[C:18]([NH:20][NH:21][C:22]([CH:24]1[CH2:26][C:25]1([F:28])[F:27])=[O:23])=[O:19])C1C=CC=CC=1. (3) Given the product [CH3:28][C:27]([C@H:24]1[CH2:23][CH2:22][C@H:21]([C@H:16]([NH:15][C:13]([C:4]2[C:3]([NH:2][C:41]([NH:40][C:33]3[C:34]([Cl:39])=[CH:35][C:36]([Cl:38])=[CH:37][C:32]=3[Cl:31])=[O:42])=[CH:12][C:11]3[C:6](=[CH:7][CH:8]=[CH:9][CH:10]=3)[CH:5]=2)=[O:14])[C:17]([O:19][CH3:20])=[O:18])[CH2:26][CH2:25]1)([CH3:30])[CH3:29], predict the reactants needed to synthesize it. The reactants are: Cl.[NH2:2][C:3]1[C:4]([C:13]([NH:15][C@@H:16]([C@H:21]2[CH2:26][CH2:25][C@H:24]([C:27]([CH3:30])([CH3:29])[CH3:28])[CH2:23][CH2:22]2)[C:17]([O:19][CH3:20])=[O:18])=[O:14])=[CH:5][C:6]2[C:11]([CH:12]=1)=[CH:10][CH:9]=[CH:8][CH:7]=2.[Cl:31][C:32]1[CH:37]=[C:36]([Cl:38])[CH:35]=[C:34]([Cl:39])[C:33]=1[N:40]=[C:41]=[O:42].CCCCCC.C(OCC)(=O)C. (4) Given the product [CH3:25][N:24]([CH3:27])[CH2:22][CH2:23][O:1][CH2:2][C:3]1[C:12]2[C:7](=[CH:8][C:9]([C:13]3[CH:17]=[CH:16][S:15][CH:14]=3)=[CH:10][CH:11]=2)[N:6]2[C:18](=[O:21])[NH:19][N:20]=[C:5]2[CH:4]=1, predict the reactants needed to synthesize it. The reactants are: [OH:1][CH2:2][C:3]1[C:12]2[C:7](=[CH:8][C:9]([C:13]3[CH:17]=[CH:16][S:15][CH:14]=3)=[CH:10][CH:11]=2)[N:6]2[C:18](=[O:21])[NH:19][N:20]=[C:5]2[CH:4]=1.[CH2:22]([N:24]([CH2:27]C)[CH2:25]C)[CH3:23].CS(Cl)(=O)=O.CN(C)CCO.S([O-])(=O)(=O)C. (5) Given the product [CH3:1][C:2]([CH3:8])([CH3:7])[CH2:3][C:4]([NH:28][C:16]1[N:15]([C:13]2[O:12][N:11]=[C:10]([CH3:9])[CH:14]=2)[C:19]2=[N:20][C:21]([C:24]([F:25])([F:26])[F:27])=[CH:22][CH:23]=[C:18]2[N:17]=1)=[O:5], predict the reactants needed to synthesize it. The reactants are: [CH3:1][C:2]([CH3:8])([CH3:7])[CH2:3][C:4](Cl)=[O:5].[CH3:9][C:10]1[CH:14]=[C:13]([N:15]2[C:19]3=[N:20][C:21]([C:24]([F:27])([F:26])[F:25])=[CH:22][CH:23]=[C:18]3[N:17]=[C:16]2[NH2:28])[O:12][N:11]=1.C(N(CC)CC)C.N.